Regression. Given two drug SMILES strings and cell line genomic features, predict the synergy score measuring deviation from expected non-interaction effect. From a dataset of NCI-60 drug combinations with 297,098 pairs across 59 cell lines. (1) Drug 1: C1CCC(C1)C(CC#N)N2C=C(C=N2)C3=C4C=CNC4=NC=N3. Drug 2: C1=CC(=CC=C1C#N)C(C2=CC=C(C=C2)C#N)N3C=NC=N3. Cell line: UO-31. Synergy scores: CSS=18.7, Synergy_ZIP=-4.29, Synergy_Bliss=1.99, Synergy_Loewe=4.36, Synergy_HSA=4.99. (2) Drug 1: C1C(C(OC1N2C=NC3=C(N=C(N=C32)Cl)N)CO)O. Drug 2: C#CCC(CC1=CN=C2C(=N1)C(=NC(=N2)N)N)C3=CC=C(C=C3)C(=O)NC(CCC(=O)O)C(=O)O. Cell line: SK-OV-3. Synergy scores: CSS=9.91, Synergy_ZIP=-9.77, Synergy_Bliss=-18.6, Synergy_Loewe=-26.9, Synergy_HSA=-20.4. (3) Drug 1: C1CCN(CC1)CCOC2=CC=C(C=C2)C(=O)C3=C(SC4=C3C=CC(=C4)O)C5=CC=C(C=C5)O. Drug 2: CCC1(C2=C(COC1=O)C(=O)N3CC4=CC5=C(C=CC(=C5CN(C)C)O)N=C4C3=C2)O.Cl. Cell line: IGROV1. Synergy scores: CSS=4.87, Synergy_ZIP=-2.63, Synergy_Bliss=-1.72, Synergy_Loewe=-19.9, Synergy_HSA=-3.75. (4) Drug 1: C1C(C(OC1N2C=NC3=C(N=C(N=C32)Cl)N)CO)O. Drug 2: CS(=O)(=O)CCNCC1=CC=C(O1)C2=CC3=C(C=C2)N=CN=C3NC4=CC(=C(C=C4)OCC5=CC(=CC=C5)F)Cl. Cell line: UACC-257. Synergy scores: CSS=16.6, Synergy_ZIP=-2.88, Synergy_Bliss=0.718, Synergy_Loewe=-1.35, Synergy_HSA=-1.70. (5) Drug 1: C1C(C(OC1N2C=C(C(=O)NC2=O)F)CO)O. Drug 2: CN1C2=C(C=C(C=C2)N(CCCl)CCCl)N=C1CCCC(=O)O.Cl. Cell line: UACC62. Synergy scores: CSS=22.0, Synergy_ZIP=-6.87, Synergy_Bliss=-2.89, Synergy_Loewe=-74.4, Synergy_HSA=-2.46.